Dataset: Reaction yield outcomes from USPTO patents with 853,638 reactions. Task: Predict the reaction yield, written as a fraction of the theoretical maximum amount of product (1.0 means a 100% yield; for example, 0.34 means a 34% yield). (1) The yield is 0.870. The reactants are I[CH:2]([CH3:4])[CH3:3].[Cl:5][C:6]1[N:7]=[CH:8][C:9]2[C:14]([I:15])=[CH:13][NH:12][C:10]=2[N:11]=1.C(=O)([O-])[O-].[Cs+].[Cs+]. The product is [Cl:5][C:6]1[N:7]=[CH:8][C:9]2[C:14]([I:15])=[CH:13][N:12]([CH:2]([CH3:4])[CH3:3])[C:10]=2[N:11]=1. The catalyst is CN(C=O)C.CCOC(C)=O. (2) The reactants are I[C:2]1[CH:7]=[C:6]([CH3:8])[C:5]([C:9]2[C:14]([CH3:15])=[CH:13][N:12]=[CH:11][C:10]=2[CH3:16])=[C:4]([CH3:17])[CH:3]=1.[C:18]([C:22]1[CH:27]=[C:26]([CH:28]=[CH2:29])[CH:25]=[C:24]([C:30]([CH3:33])([CH3:32])[CH3:31])[C:23]=1[OH:34])([CH3:21])([CH3:20])[CH3:19].C1C=CC(P(C2C=CC=CC=2)C2C=CC=CC=2)=CC=1. The catalyst is CC([O-])=O.CC([O-])=O.[Pd+2]. The product is [C:18]([C:22]1[CH:27]=[C:26]([CH:28]=[CH:29][C:2]2[CH:7]=[C:6]([CH3:8])[C:5]([C:9]3[C:14]([CH3:15])=[CH:13][N:12]=[CH:11][C:10]=3[CH3:16])=[C:4]([CH3:17])[CH:3]=2)[CH:25]=[C:24]([C:30]([CH3:33])([CH3:32])[CH3:31])[C:23]=1[OH:34])([CH3:21])([CH3:20])[CH3:19]. The yield is 0.912. (3) The reactants are Br[C:2]1[C:3]2[C:4]3[CH:17]=[CH:16][S:15][C:5]=3[C:6](=[O:14])[NH:7][C:8]=2[CH:9]=[CH:10][C:11]=1[O:12][CH3:13].[CH3:18][S:19]([NH:22][C:23]1[CH:28]=[CH:27][C:26](B(O)O)=[CH:25][CH:24]=1)(=[O:21])=[O:20]. No catalyst specified. The product is [CH3:13][O:12][C:11]1[CH:10]=[CH:9][C:8]2[NH:7][C:6](=[O:14])[C:5]3[S:15][CH:16]=[CH:17][C:4]=3[C:3]=2[C:2]=1[C:26]1[CH:25]=[CH:24][C:23]([NH:22][S:19]([CH3:18])(=[O:20])=[O:21])=[CH:28][CH:27]=1. The yield is 0.620. (4) The reactants are [Cl:1][C:2]1[N:3]=[CH:4][C:5]2[CH:10]=[C:9]([CH3:11])[N:8]([CH:12]3[CH2:16][CH2:15][CH2:14][CH2:13]3)[C:6]=2[N:7]=1.[Cl:17]N1C(=O)CCC1=O. The catalyst is ClCCl. The product is [Cl:1][C:2]1[N:3]=[CH:4][C:5]2[C:10]([Cl:17])=[C:9]([CH3:11])[N:8]([CH:12]3[CH2:13][CH2:14][CH2:15][CH2:16]3)[C:6]=2[N:7]=1. The yield is 0.840. (5) The reactants are CC(OC(/N=N/C(OC(C)C)=O)=O)C.[CH:15]1([C:18]2[N:23]=[CH:22][C:21]([C:24]3[N:29]=[CH:28][N:27]=[C:26]([CH2:30]O)[CH:25]=3)=[CH:20][CH:19]=2)[CH2:17][CH2:16]1.[C:32]1(=[O:42])[C:40]2[C:35](=[CH:36][CH:37]=[CH:38][CH:39]=2)[C:34](=[O:41])[NH:33]1.C1C=CC(P(C2C=CC=CC=2)C2C=CC=CC=2)=CC=1. The catalyst is C1COCC1. The product is [CH:15]1([C:18]2[N:23]=[CH:22][C:21]([C:24]3[N:29]=[CH:28][N:27]=[C:26]([CH2:30][N:33]4[C:34](=[O:41])[C:35]5[C:40](=[CH:39][CH:38]=[CH:37][CH:36]=5)[C:32]4=[O:42])[CH:25]=3)=[CH:20][CH:19]=2)[CH2:16][CH2:17]1. The yield is 0.650. (6) The reactants are C1CO[C:8]2[CH:7]=[CH:6][C:5]([NH:11][C:12]3[C:17]([F:18])=[CH:16][N:15]=[C:14]([NH:19][C:20]4[CH:25]=[CH:24][CH:23]=[C:22](O)[CH:21]=4)[N:13]=3)=[CH:4][C:3]=2[O:2]1.[S:27]1[C:31]2C=CC=CC=2[C:29](CN)=[CH:28]1. No catalyst specified. The product is [S:27]1[C:28]2[CH:29]=[CH:21][CH:22]=[CH:23][C:24]=2[C:25]([CH2:20][NH:19][C:14]2[N:13]=[C:12]([NH:11][C:5]3[CH:6]=[CH:7][CH:8]=[C:3]([OH:2])[CH:4]=3)[C:17]([F:18])=[CH:16][N:15]=2)=[CH:31]1. The yield is 0.530. (7) The reactants are C(N(C(C)C)CC)(C)C.[C:10]([O:14][C:15]([NH:17][CH:18]1[CH2:23][CH2:22][N:21]([S:24]([C:27]2[CH:35]=[CH:34][C:30]([C:31]([OH:33])=O)=[CH:29][CH:28]=2)(=[O:26])=[O:25])[CH2:20][CH2:19]1)=[O:16])([CH3:13])([CH3:12])[CH3:11].C(Cl)CCl.[CH:40]1[CH:41]=[CH:42]C2N(O)N=[N:46][C:44]=2[CH:45]=1.N1CCCCC1. The catalyst is C(Cl)Cl. The product is [C:10]([O:14][C:15](=[O:16])[NH:17][CH:18]1[CH2:19][CH2:20][N:21]([S:24]([C:27]2[CH:28]=[CH:29][C:30]([C:31]([N:46]3[CH2:42][CH2:41][CH2:40][CH2:45][CH2:44]3)=[O:33])=[CH:34][CH:35]=2)(=[O:25])=[O:26])[CH2:22][CH2:23]1)([CH3:12])([CH3:13])[CH3:11]. The yield is 0.740. (8) The reactants are Br[C:2]1[N:3]([S:16]([C:19]2[CH:20]=[N:21][CH:22]=[CH:23][CH:24]=2)(=[O:18])=[O:17])[C:4]([C:9]2[CH:14]=[CH:13][CH:12]=[CH:11][C:10]=2[F:15])=[CH:5][C:6]=1[CH:7]=[O:8].[Cu][C:26]#[N:27]. The catalyst is O1CCOCC1.C(OCC)(=O)C.C1C=CC(/C=C/C(/C=C/C2C=CC=CC=2)=O)=CC=1.C1C=CC(/C=C/C(/C=C/C2C=CC=CC=2)=O)=CC=1.C1C=CC(/C=C/C(/C=C/C2C=CC=CC=2)=O)=CC=1.[Pd].[Pd].C1(P(C2C=CC=CC=2)[C-]2C=CC=C2)C=CC=CC=1.[C-]1(P(C2C=CC=CC=2)C2C=CC=CC=2)C=CC=C1.[Fe+2]. The product is [F:15][C:10]1[CH:11]=[CH:12][CH:13]=[CH:14][C:9]=1[C:4]1[N:3]([S:16]([C:19]2[CH:20]=[N:21][CH:22]=[CH:23][CH:24]=2)(=[O:18])=[O:17])[C:2]([C:26]#[N:27])=[C:6]([CH:7]=[O:8])[CH:5]=1. The yield is 0.570. (9) The reactants are [CH2:1]([N:8]1[C:14](=[O:15])[CH2:13][C:12](=S)[NH:11][C:10]2[CH:17]=[CH:18][CH:19]=[CH:20][C:9]1=2)[C:2]1[CH:7]=[CH:6][CH:5]=[CH:4][CH:3]=1.[C:21]([NH:24][NH2:25])(=O)[CH3:22]. The catalyst is C(O)CCC. The product is [CH2:1]([N:8]1[C:14](=[O:15])[CH2:13][C:12]2=[N:25][N:24]=[C:21]([CH3:22])[N:11]2[C:10]2[CH:17]=[CH:18][CH:19]=[CH:20][C:9]1=2)[C:2]1[CH:7]=[CH:6][CH:5]=[CH:4][CH:3]=1. The yield is 0.380. (10) The reactants are [F:1][C:2]1[C:3]([CH3:20])=[C:4]([C:8]2[CH:17]=[C:16]3[C:11]([CH:12]=[C:13]([NH2:18])[N:14]=[CH:15]3)=[C:10](C)[N:9]=2)[CH:5]=[N:6][CH:7]=1.CN(C(ON1N=NC2C=CC=NC1=2)=[N+](C)C)C.F[P-](F)(F)(F)(F)F.[F:45][C@H:46]1[CH2:48][C@H:47]1[C:49](O)=[O:50].C(N(CC)C(C)C)(C)C. The catalyst is CN(C=O)C.C(OCC)(=O)C. The product is [F:45][C@H:46]1[CH2:48][C@H:47]1[C:49]([NH:18][C:13]1[N:14]=[CH:15][C:16]2[C:11]([CH:12]=1)=[CH:10][N:9]=[C:8]([C:4]1[CH:5]=[N:6][CH:7]=[C:2]([F:1])[C:3]=1[CH3:20])[CH:17]=2)=[O:50]. The yield is 0.430.